From a dataset of Forward reaction prediction with 1.9M reactions from USPTO patents (1976-2016). Predict the product of the given reaction. (1) Given the reactants [C:1]1([CH2:7][N:8]([CH2:30][C:31]2[CH:36]=[CH:35][CH:34]=[CH:33][CH:32]=2)[CH2:9][C@H:10]([C:12]2[CH:17]=[CH:16][CH:15]=[C:14]([O:18][CH2:19][CH2:20][CH2:21][O:22][CH2:23][C:24]3[CH:29]=[CH:28][CH:27]=[CH:26][CH:25]=3)[CH:13]=2)[OH:11])[CH:6]=[CH:5][CH:4]=[CH:3][CH:2]=1.[Li]CCCC.C[O:43][B:44](OC)OC, predict the reaction product. The product is: [C:31]1([CH2:30][N:8]([CH2:9][C@@H:10]2[C:12]3[CH:17]=[CH:16][CH:15]=[C:14]([O:18][CH2:19][CH2:20][CH2:21][O:22][CH2:23][C:24]4[CH:25]=[CH:26][CH:27]=[CH:28][CH:29]=4)[C:13]=3[B:44]([OH:43])[O:11]2)[CH2:7][C:1]2[CH:2]=[CH:3][CH:4]=[CH:5][CH:6]=2)[CH:32]=[CH:33][CH:34]=[CH:35][CH:36]=1. (2) Given the reactants [F:1][C:2]1([C:6]2[CH:11]=[CH:10][C:9]([C:12]3[CH2:16][C:15]([C:21]4[CH:26]=[C:25]([Cl:27])[C:24]([Cl:28])=[C:23]([Cl:29])[CH:22]=4)([C:17]([F:20])([F:19])[F:18])[O:14][N:13]=3)=[CH:8][CH:7]=2)[CH2:5][NH:4][CH2:3]1.N1C=CC=CC=1.[CH:36]1([C:39](Cl)=[O:40])[CH2:38][CH2:37]1.O, predict the reaction product. The product is: [CH:36]1([C:39]([N:4]2[CH2:3][C:2]([F:1])([C:6]3[CH:11]=[CH:10][C:9]([C:12]4[CH2:16][C:15]([C:21]5[CH:26]=[C:25]([Cl:27])[C:24]([Cl:28])=[C:23]([Cl:29])[CH:22]=5)([C:17]([F:19])([F:20])[F:18])[O:14][N:13]=4)=[CH:8][CH:7]=3)[CH2:5]2)=[O:40])[CH2:38][CH2:37]1. (3) Given the reactants [Cl:1][C:2]1[CH:7]=[CH:6][CH:5]=[CH:4][C:3]=1[S:8](Cl)(=[O:10])=[O:9].[CH2:12]([O:14][C:15](=[O:22])[C@@H:16]1[CH2:21][CH2:20][CH2:19][NH:18][CH2:17]1)[CH3:13].C(N(CC)CC)C, predict the reaction product. The product is: [CH2:12]([O:14][C:15]([C@@H:16]1[CH2:21][CH2:20][CH2:19][N:18]([S:8]([C:3]2[CH:4]=[CH:5][CH:6]=[CH:7][C:2]=2[Cl:1])(=[O:10])=[O:9])[CH2:17]1)=[O:22])[CH3:13]. (4) Given the reactants [CH2:1]1[O:9][C:8]2[CH:7]=[CH:6][C:5]([OH:10])=[CH:4][C:3]=2[O:2]1.[F:11][C:12]1[CH:13]=[C:14]([CH:17]=[C:18]([F:21])[C:19]=1[F:20])[CH:15]=O.[C:22](#[N:26])[CH2:23][C:24]#[N:25].N1CCCCC1, predict the reaction product. The product is: [NH2:26][C:22]1[O:10][C:5]2[CH:4]=[C:3]3[O:2][CH2:1][O:9][C:8]3=[CH:7][C:6]=2[CH:15]([C:14]2[CH:13]=[C:12]([F:11])[C:19]([F:20])=[C:18]([F:21])[CH:17]=2)[C:23]=1[C:24]#[N:25].